Dataset: HIV replication inhibition screening data with 41,000+ compounds from the AIDS Antiviral Screen. Task: Binary Classification. Given a drug SMILES string, predict its activity (active/inactive) in a high-throughput screening assay against a specified biological target. The compound is N#Cc1ccccc1SSc1ccccc1C#N. The result is 0 (inactive).